Dataset: Catalyst prediction with 721,799 reactions and 888 catalyst types from USPTO. Task: Predict which catalyst facilitates the given reaction. Reactant: C([O:8][CH2:9][C@@H:10]1[CH2:15][N:14]([C:16]([O:18][C:19]([CH3:22])([CH3:21])[CH3:20])=[O:17])[CH2:13][C@H:12]([C:23]([OH:25])=[O:24])[O:11]1)C1C=CC=CC=1. Product: [C:19]([O:18][C:16]([N:14]1[CH2:15][C@@H:10]([CH2:9][OH:8])[O:11][C@@H:12]([C:23]([OH:25])=[O:24])[CH2:13]1)=[O:17])([CH3:22])([CH3:20])[CH3:21]. The catalyst class is: 29.